From a dataset of Catalyst prediction with 721,799 reactions and 888 catalyst types from USPTO. Predict which catalyst facilitates the given reaction. (1) Reactant: Br[C:2]1[CH:9]=[CH:8][C:5]([C:6]#[N:7])=[C:4]([O:10][CH:11]([F:13])[F:12])[CH:3]=1.[B:14]1([B:14]2[O:18][C:17]([CH3:20])([CH3:19])[C:16]([CH3:22])([CH3:21])[O:15]2)[O:18][C:17]([CH3:20])([CH3:19])[C:16]([CH3:22])([CH3:21])[O:15]1.C([O-])(=O)C.[K+].C(Cl)Cl. Product: [F:12][CH:11]([F:13])[O:10][C:4]1[CH:3]=[C:2]([B:14]2[O:18][C:17]([CH3:20])([CH3:19])[C:16]([CH3:22])([CH3:21])[O:15]2)[CH:9]=[CH:8][C:5]=1[C:6]#[N:7]. The catalyst class is: 75. (2) Reactant: [Cl:1][C:2]1[C:11]2[CH2:10][CH2:9][CH:8]([CH:12]=[O:13])[CH2:7][C:6]=2[N:5]=[CH:4][N:3]=1.[CH3:14][Mg+].[Br-]. Product: [Cl:1][C:2]1[C:11]2[CH2:10][CH2:9][CH:8]([CH:12]([OH:13])[CH3:14])[CH2:7][C:6]=2[N:5]=[CH:4][N:3]=1. The catalyst class is: 1.